From a dataset of Full USPTO retrosynthesis dataset with 1.9M reactions from patents (1976-2016). Predict the reactants needed to synthesize the given product. (1) The reactants are: [Br:1][C:2]1[CH:7]=[C:6]([F:8])[CH:5]=[CH:4][C:3]=1[CH:9]1[C:14]([C:15]([O:17][CH2:18][CH3:19])=[O:16])=[C:13]([CH2:20][N:21]2[CH2:26][CH2:25][O:24][C@@H:23]([CH2:27][OH:28])[CH2:22]2)[NH:12][C:11]([C:29]2[N:33]=[CH:32][NH:31][N:30]=2)=[N:10]1.[C:34](O)(=[O:39])[C:35]([CH3:38])([CH3:37])[CH3:36]. Given the product [Br:1][C:2]1[CH:7]=[C:6]([F:8])[CH:5]=[CH:4][C:3]=1[CH:9]1[C:14]([C:15]([O:17][CH2:18][CH3:19])=[O:16])=[C:13]([CH2:20][N:21]2[CH2:26][CH2:25][O:24][C@@H:23]([CH2:27][O:28][C:34](=[O:39])[C:35]([CH3:38])([CH3:37])[CH3:36])[CH2:22]2)[NH:12][C:11]([C:29]2[N:33]=[CH:32][NH:31][N:30]=2)=[N:10]1, predict the reactants needed to synthesize it. (2) Given the product [CH3:12][C:2]1[CH:1]=[C:19]([C:18]([O:21][CH3:22])=[O:20])[C:5](=[CH:4][CH:3]=1)[C:6]([O:7][CH3:8])=[O:10], predict the reactants needed to synthesize it. The reactants are: [CH3:1][C:2]1[CH:12]=C[C:5]2[C:6](=[O:10])[O:7][C:8](=O)[C:4]=2[CH:3]=1.S(=O)(=O)(O)O.[C:18]([O:21][CH2:22]C)(=[O:20])[CH3:19].